Task: Predict the reactants needed to synthesize the given product.. Dataset: Full USPTO retrosynthesis dataset with 1.9M reactions from patents (1976-2016) (1) Given the product [CH3:19][C:18]1[N:17]([C:11]2[CH:16]=[CH:15][CH:14]=[CH:13][CH:12]=2)[C:2]2=[N:3][CH:4]=[CH:5][CH:6]=[C:7]2[N:8]=1, predict the reactants needed to synthesize it. The reactants are: Br[C:2]1[C:7]([N+:8]([O-])=O)=[CH:6][CH:5]=[CH:4][N:3]=1.[C:11]1([NH:17][C:18](=O)[CH3:19])[CH:16]=[CH:15][CH:14]=[CH:13][CH:12]=1. (2) Given the product [CH2:26]([O:33][C:39]([NH:36][CH:3]1[CH2:4][CH2:5][O:1][CH2:2]1)=[O:16])[C:27]1[CH:32]=[CH:31][CH:30]=[CH:29][CH:28]=1, predict the reactants needed to synthesize it. The reactants are: [O:1]1[CH2:5][CH2:4][CH:3](C(O)=O)[CH2:2]1.C1(P(N=[N+]=[N-])(C2C=CC=CC=2)=[O:16])C=CC=CC=1.[CH2:26]([OH:33])[C:27]1[CH:32]=[CH:31][CH:30]=[CH:29][CH:28]=1.C([N:36]([CH2:39]C)CC)C. (3) Given the product [OH:2][C:3]1[C:11]2[CH:10]=[C:9]([C:12]3[N:16]=[C:15]([CH3:17])[O:14][N:13]=3)[O:8][C:7]=2[CH:6]=[CH:5][CH:4]=1, predict the reactants needed to synthesize it. The reactants are: C[O:2][C:3]1[C:11]2[CH:10]=[C:9]([C:12]3[N:16]=[C:15]([CH3:17])[O:14][N:13]=3)[O:8][C:7]=2[CH:6]=[CH:5][CH:4]=1.B(Br)(Br)Br. (4) Given the product [CH2:17]([O:16][C:13]1[CH:12]=[CH:11][C:10]([N:6]2[C:5]3[CH:19]=[CH:20][C:2]([NH:1][CH2:27][C:26]4[CH:29]=[CH:30][C:23]([CH2:21][CH3:22])=[CH:24][CH:25]=4)=[CH:3][C:4]=3[N+:8]([O-:9])=[CH:7]2)=[CH:15][CH:14]=1)[CH3:18], predict the reactants needed to synthesize it. The reactants are: [NH2:1][C:2]1[CH:20]=[CH:19][C:5]2[N:6]([C:10]3[CH:15]=[CH:14][C:13]([O:16][CH2:17][CH3:18])=[CH:12][CH:11]=3)[CH:7]=[N+:8]([O-:9])[C:4]=2[CH:3]=1.[CH2:21]([C:23]1[CH:30]=[CH:29][C:26]([CH:27]=O)=[CH:25][CH:24]=1)[CH3:22].[BH4-].[Na+].